This data is from Reaction yield outcomes from USPTO patents with 853,638 reactions. The task is: Predict the reaction yield, written as a fraction of the theoretical maximum amount of product (1.0 means a 100% yield; for example, 0.34 means a 34% yield). (1) The reactants are [CH3:1][C:2]1[CH:3]=[C:4]([OH:9])[CH:5]=[C:6]([CH3:8])[CH:7]=1.[CH3:10][C:11]([CH3:17])=[CH:12][C:13](OC)=[O:14].CS(O)(=O)=O. The catalyst is O. The product is [CH3:10][C:11]1([CH3:17])[C:5]2[C:4](=[CH:3][C:2]([CH3:1])=[CH:7][C:6]=2[CH3:8])[O:9][C:13](=[O:14])[CH2:12]1. The yield is 0.920. (2) The catalyst is CO. The yield is 1.00. The reactants are C[O:2][C:3]([CH2:5][NH:6][C:7]1[N:12]=[CH:11][C:10](/[CH:13]=[CH:14]/[C:15]([N:17]([CH3:29])[CH2:18][C:19]2[C:27]3[C:22](=[CH:23][CH:24]=[CH:25][CH:26]=3)[NH:21][C:20]=2[CH3:28])=[O:16])=[CH:9][CH:8]=1)=O.[CH3:30][NH2:31]. The product is [CH3:29][N:17]([CH2:18][C:19]1[C:27]2[C:22](=[CH:23][CH:24]=[CH:25][CH:26]=2)[NH:21][C:20]=1[CH3:28])[C:15](=[O:16])/[CH:14]=[CH:13]/[C:10]1[CH:11]=[N:12][C:7]([NH:6][CH2:5][C:3]([NH:31][CH3:30])=[O:2])=[CH:8][CH:9]=1.